Task: Predict the reactants needed to synthesize the given product.. Dataset: Full USPTO retrosynthesis dataset with 1.9M reactions from patents (1976-2016) (1) Given the product [CH3:30][O:29][C:26]1[CH:27]=[CH:28][C:23]([C:19]2([CH3:1])[CH2:20][CH2:21][CH2:22]2)=[N:24][CH:25]=1, predict the reactants needed to synthesize it. The reactants are: [CH3:1]C(C)([O-])C.[K+].C(NC(C)C)(C)C.[Li]CCCC.[CH:19]1([C:23]2[CH:28]=[CH:27][C:26]([O:29][CH3:30])=[CH:25][N:24]=2)[CH2:22][CH2:21][CH2:20]1.CI. (2) Given the product [F:17][C:18]1[CH:19]=[C:20]([NH:25][C:26]([NH:16][C:10]2[CH:11]=[CH:12][C:13]([O:14][CH3:15])=[C:8]([C:3]3[N:4]([CH3:7])[N:5]=[CH:6][C:2]=3[F:1])[CH:9]=2)=[O:27])[CH:21]=[CH:22][C:23]=1[F:24], predict the reactants needed to synthesize it. The reactants are: [F:1][C:2]1[CH:6]=[N:5][N:4]([CH3:7])[C:3]=1[C:8]1[CH:9]=[C:10]([NH2:16])[CH:11]=[CH:12][C:13]=1[O:14][CH3:15].[F:17][C:18]1[CH:19]=[C:20]([N:25]=[C:26]=[O:27])[CH:21]=[CH:22][C:23]=1[F:24]. (3) Given the product [OH:22][CH2:21][C:16]1([NH:15][CH2:2][C:3]([N:5]2[C@@H:9]([C:10]#[C:11][CH3:12])[CH2:8][CH2:7][C@H:6]2[C:13]#[N:14])=[O:4])[CH2:20][CH2:19][CH2:18][CH2:17]1, predict the reactants needed to synthesize it. The reactants are: Cl[CH2:2][C:3]([N:5]1[C@@H:9]([C:10]#[C:11][CH3:12])[CH2:8][CH2:7][C@H:6]1[C:13]#[N:14])=[O:4].[NH2:15][C:16]1([CH2:21][OH:22])[CH2:20][CH2:19][CH2:18][CH2:17]1. (4) The reactants are: [Cl:1][C:2]1[CH:9]=[C:8]([C:10]2[CH:14]=[CH:13][NH:12][N:11]=2)[CH:7]=[C:6]([F:15])[C:3]=1[C:4]#[N:5].[C:16]1(P(C2C=CC=CC=2)C2C=CC=CC=2)[CH:21]=CC=C[CH:17]=1.CC(OC(/[N:41]=N/C(OC(C)C)=O)=O)C.Cl. Given the product [NH2:41][CH2:17][C@@H:16]([N:12]1[CH:13]=[CH:14][C:10]([C:8]2[CH:7]=[C:6]([F:15])[C:3]([C:4]#[N:5])=[C:2]([Cl:1])[CH:9]=2)=[N:11]1)[CH3:21], predict the reactants needed to synthesize it.